Dataset: Catalyst prediction with 721,799 reactions and 888 catalyst types from USPTO. Task: Predict which catalyst facilitates the given reaction. (1) Reactant: [CH:1]([C:4]1[CH:9]=[CH:8][C:7]([CH:10]2[C:14]3[C:15]([CH3:30])=[C:16]([NH:21][C:22](=O)[O:23]CC(Cl)(Cl)Cl)[C:17]([CH3:20])=[C:18]([CH3:19])[C:13]=3[O:12][CH2:11]2)=[CH:6][CH:5]=1)([CH3:3])[CH3:2].[NH:31]1[CH2:35][CH2:34][CH2:33][CH2:32]1.C(N(C(C)C)CC)(C)C.O. Product: [CH:1]([C:4]1[CH:5]=[CH:6][C:7]([CH:10]2[C:14]3[C:15]([CH3:30])=[C:16]([NH:21][C:22]([N:31]4[CH2:35][CH2:34][CH2:33][CH2:32]4)=[O:23])[C:17]([CH3:20])=[C:18]([CH3:19])[C:13]=3[O:12][CH2:11]2)=[CH:8][CH:9]=1)([CH3:3])[CH3:2]. The catalyst class is: 16. (2) Reactant: [F:1][C@H:2]1[C@@H:7]([OH:8])[CH2:6][CH2:5][N:4]([C:9]([O:11][CH2:12][C:13]2[CH:18]=[CH:17][CH:16]=[CH:15][CH:14]=2)=[O:10])[CH2:3]1.CC([O-])(C)C.[K+].C1COCC1.[N:30]1[N:31]=[C:32]([C:39]2[CH:48]=[CH:47][C:46]3[C:41](=[C:42](F)[CH:43]=[CH:44][CH:45]=3)[N:40]=2)[N:33]2[CH:38]=[CH:37][CH:36]=[CH:35][C:34]=12. Product: [N:30]1[N:31]=[C:32]([C:39]2[CH:48]=[CH:47][C:46]3[C:41](=[C:42]([O:8][C@H:7]4[CH2:6][CH2:5][N:4]([C:9]([O:11][CH2:12][C:13]5[CH:18]=[CH:17][CH:16]=[CH:15][CH:14]=5)=[O:10])[CH2:3][C@H:2]4[F:1])[CH:43]=[CH:44][CH:45]=3)[N:40]=2)[N:33]2[CH:38]=[CH:37][CH:36]=[CH:35][C:34]=12. The catalyst class is: 3. (3) Reactant: FC(F)(F)C(O)=O.FC(F)(F)C(O)=O.[F:15][C:16]1[C:17]([O:45][CH3:46])=[CH:18][CH:19]=[C:20]2[C:24]=1[N:23]([C:25]1[N:29]=[C:28]([CH:30]3[CH2:35][CH2:34][N:33]([CH:36]4[CH2:41][CH2:40][NH:39][CH2:38][CH2:37]4)[CH2:32][CH2:31]3)[O:27][N:26]=1)[N:22]=[C:21]2[CH:42]([CH3:44])[CH3:43].C(=O)(O)[O-].[Na+].[C:52]([O:55][CH2:56][C:57](Cl)=[O:58])(=[O:54])[CH3:53]. Product: [C:52]([O:55][CH2:56][C:57]([N:39]1[CH2:38][CH2:37][CH:36]([N:33]2[CH2:34][CH2:35][CH:30]([C:28]3[O:27][N:26]=[C:25]([N:23]4[C:24]5[C:20](=[CH:19][CH:18]=[C:17]([O:45][CH3:46])[C:16]=5[F:15])[C:21]([CH:42]([CH3:44])[CH3:43])=[N:22]4)[N:29]=3)[CH2:31][CH2:32]2)[CH2:41][CH2:40]1)=[O:58])(=[O:54])[CH3:53]. The catalyst class is: 4. (4) Reactant: [NH2:1][CH2:2][C:3]1[CH:11]=[CH:10][C:6]([C:7]([OH:9])=[O:8])=[CH:5][CH:4]=1.C(N(CC)CC)C.[CH3:19][CH:20]([CH3:24])[C:21](Cl)=[O:22].Cl. Product: [C:21]([NH:1][CH2:2][C:3]1[CH:4]=[CH:5][C:6]([C:7]([OH:9])=[O:8])=[CH:10][CH:11]=1)(=[O:22])[CH:20]([CH3:24])[CH3:19]. The catalyst class is: 781. (5) Reactant: Cl[C:2]1[N:7]=[C:6]([NH:8][CH2:9][C:10]2[CH:15]=[CH:14][CH:13]=[C:12]([O:16][CH3:17])[CH:11]=2)[C:5]([Cl:18])=[CH:4][N:3]=1.[CH3:19][O:20][C:21]1[CH:22]=[C:23]([NH2:27])[CH:24]=[CH:25][CH:26]=1.O.C1(C)C=CC(S(O)(=O)=O)=CC=1.C([O-])(O)=O.[Na+]. Product: [Cl:18][C:5]1[C:6]([NH:8][CH2:9][C:10]2[CH:15]=[CH:14][CH:13]=[C:12]([O:16][CH3:17])[CH:11]=2)=[N:7][C:2]([NH:27][C:23]2[CH:24]=[CH:25][CH:26]=[C:21]([O:20][CH3:19])[CH:22]=2)=[N:3][CH:4]=1. The catalyst class is: 12. (6) Reactant: [CH2:1]([N:3]1[C:7]([O:8][C:9]2[CH:14]=[CH:13][C:12]([C:15]([F:18])([F:17])[F:16])=[CH:11][CH:10]=2)=[C:6](I)[C:5]([C:20]2[CH:21]=[C:22]([C:26]([NH:29][S:30]([CH2:33][C:34]([F:37])([F:36])[F:35])(=[O:32])=[O:31])([CH3:28])[CH3:27])[CH:23]=[CH:24][CH:25]=2)=[N:4]1)[CH3:2].[Cu][C:39]#[N:40]. The catalyst class is: 44. Product: [C:39]([C:6]1[C:5]([C:20]2[CH:21]=[C:22]([C:26]([NH:29][S:30]([CH2:33][C:34]([F:37])([F:36])[F:35])(=[O:32])=[O:31])([CH3:28])[CH3:27])[CH:23]=[CH:24][CH:25]=2)=[N:4][N:3]([CH2:1][CH3:2])[C:7]=1[O:8][C:9]1[CH:14]=[CH:13][C:12]([C:15]([F:18])([F:17])[F:16])=[CH:11][CH:10]=1)#[N:40]. (7) Reactant: [N:1]([N:3]1[CH2:11][CH2:10][CH2:9][CH2:8][CH:4]1[C:5]([OH:7])=[O:6])=O.FC(F)(F)C(O)=O. Product: [NH:1]1[N:3]2[CH2:11][CH2:10][CH2:9][CH2:8][CH:4]2[C:5](=[O:7])[O:6]1. The catalyst class is: 4.